Predict the reactants needed to synthesize the given product. From a dataset of Full USPTO retrosynthesis dataset with 1.9M reactions from patents (1976-2016). The reactants are: O.Cl.[N+:3]([C:6]1[CH:11]=[CH:10][C:9]([O:12][C:13]2[CH:18]=[CH:17][C:16]([O:19][C:20]([F:23])([F:22])[F:21])=[CH:15][CH:14]=2)=[C:8]([C:24]([F:27])([F:26])[F:25])[CH:7]=1)([O-])=O.O.C(=O)(O)[O-].[Na+]. Given the product [F:21][C:20]([F:22])([F:23])[O:19][C:16]1[CH:17]=[CH:18][C:13]([O:12][C:9]2[CH:10]=[CH:11][C:6]([NH2:3])=[CH:7][C:8]=2[C:24]([F:25])([F:26])[F:27])=[CH:14][CH:15]=1, predict the reactants needed to synthesize it.